From a dataset of Reaction yield outcomes from USPTO patents with 853,638 reactions. Predict the reaction yield, written as a fraction of the theoretical maximum amount of product (1.0 means a 100% yield; for example, 0.34 means a 34% yield). (1) The yield is 0.190. The product is [Cl:7][C:8]1[N:13]=[C:12]([N:14]2[CH2:19][CH2:18][O:17][CH2:16][C@H:15]2[CH3:20])[CH:11]=[C:10]([CH2:21][S@@:22]([CH3:23])=[O:25])[N:9]=1. The reactants are I([O-])(=O)(=O)=O.[Na+].[Cl:7][C:8]1[N:13]=[C:12]([N:14]2[CH2:19][CH2:18][O:17][CH2:16][C@H:15]2[CH3:20])[CH:11]=[C:10]([CH2:21][S:22][CH3:23])[N:9]=1.S(S([O-])=O)([O-])(=O)=[O:25].[Na+].[Na+]. The catalyst is O.CCOC(C)=O.CO. (2) The reactants are [Cl:1][C:2]1[C:3]([N+:10]([O-:12])=[O:11])=[CH:4][C:5]([CH3:9])=[C:6]([NH2:8])[CH:7]=1.[C:13](Cl)(=[O:20])[C:14]1[CH:19]=[CH:18][CH:17]=[CH:16][CH:15]=1. The catalyst is C1(C)C=CC=CC=1. The product is [Cl:1][C:2]1[C:3]([N+:10]([O-:12])=[O:11])=[CH:4][C:5]([CH3:9])=[C:6]([NH:8][C:13](=[O:20])[C:14]2[CH:19]=[CH:18][CH:17]=[CH:16][CH:15]=2)[CH:7]=1. The yield is 0.320. (3) The reactants are B(F)(F)F.CCOCC.[C:10]([O:20][CH2:21][CH3:22])([O:17][CH2:18][CH3:19])([O:14][CH2:15][CH3:16])OCC.C([Li])CCC.[CH3:28][Si:29]([C:32]#[CH:33])([CH3:31])[CH3:30].F[B-](F)(F)F.C(O[C+](OCC)OCC)C.C(=O)([O-])[O-].[K+].[K+]. The catalyst is C(OCC)C. The product is [CH3:28][Si:29]([CH3:31])([CH3:30])[C:32]#[C:33][C:10]([O:14][CH2:15][CH3:16])([O:17][CH2:18][CH3:19])[O:20][CH2:21][CH3:22]. The yield is 1.00. (4) The reactants are [OH:1][C@H:2]([CH2:15][OH:16])[C:3]#[C:4][C:5]1[CH:14]=[CH:13][CH:12]=[CH:11][C:6]=1[C:7]([O:9]C)=[O:8].[BrH:17].C1(NC2CCCCC2)CCCCC1. The catalyst is ClCCCl.CCOC(C)=O.[Cu](Br)Br. The product is [Br:17][C:4]1[C:5]2[C:6](=[CH:11][CH:12]=[CH:13][CH:14]=2)[C:7](=[O:9])[O:8][C:3]=1[C@H:2]([OH:1])[CH2:15][OH:16]. The yield is 0.310. (5) The reactants are [C:1]([N:4]1[C:12]2[C:7](=[CH:8][CH:9]=[C:10]([N+:13]([O-])=O)[CH:11]=2)[CH2:6][CH2:5]1)(=[O:3])[CH3:2]. The catalyst is CCOC(C)=O.[Pd]. The product is [C:1]([N:4]1[C:12]2[C:7](=[CH:8][CH:9]=[C:10]([NH2:13])[CH:11]=2)[CH2:6][CH2:5]1)(=[O:3])[CH3:2]. The yield is 0.990. (6) The reactants are [C:1]1([OH:7])[CH:6]=[CH:5][CH:4]=[CH:3][CH:2]=1.C(OC[CH2:12][CH2:13][NH2:14])=C.C=O. No catalyst specified. The product is [O:7]1[C:1]2[CH:6]=[CH:5][CH:4]=[CH:3][C:2]=2[CH:12]=[CH:13][NH:14]1. The yield is 0.760. (7) The reactants are [OH:1][CH:2]([C:19]1[CH:24]=[CH:23][CH:22]=[CH:21][CH:20]=1)[CH2:3][O:4][C:5]1[CH:18]=[CH:17][C:8]([CH:9]=[C:10]2[S:14][C:13](=[O:15])[NH:12][C:11]2=[O:16])=[CH:7][CH:6]=1.O.[BH4-].[Na+].C(O)(=O)C. The catalyst is C1COCC1.[OH-].[Na+].O.O.O.O.O.O.[Co](Cl)Cl.CC(=NO)C(C)=NO. The product is [OH:1][CH:2]([C:19]1[CH:20]=[CH:21][CH:22]=[CH:23][CH:24]=1)[CH2:3][O:4][C:5]1[CH:18]=[CH:17][C:8]([CH2:9][CH:10]2[S:14][C:13](=[O:15])[NH:12][C:11]2=[O:16])=[CH:7][CH:6]=1. The yield is 0.760. (8) The reactants are [O:1]1[CH2:6][CH2:5][N:4]([C:7]2[CH:12]=[CH:11][C:10]([C:13]3[NH:17][C:16]4[CH:18]=[CH:19][C:20]([C:22]([OH:24])=O)=[CH:21][C:15]=4[N:14]=3)=[CH:9][CH:8]=2)[CH2:3][CH2:2]1.O1CCN(C2C=CC(C=O)=CC=2)C[CH2:26]1.S(S([O-])=O)([O-])(=O)=O.[Na+].[Na+].N[C:49]1[CH:50]=[C:51]([CH:55]=[CH:56][C:57]=1[NH2:58])[C:52]([OH:54])=[O:53]. The catalyst is O.CC(O)C. The product is [O:1]1[CH2:6][CH2:5][N:4]([C:7]2[CH:12]=[CH:11][C:10]([C:13]3[NH:17][C:16]4[CH:18]=[CH:19][C:20]([C:22]([NH:58][C:57]5[CH:56]=[CH:55][C:51]([C:52]([O:54][CH3:26])=[O:53])=[CH:50][CH:49]=5)=[O:24])=[CH:21][C:15]=4[N:14]=3)=[CH:9][CH:8]=2)[CH2:3][CH2:2]1. The yield is 0.250. (9) The reactants are [F:1][C:2]([F:15])([F:14])[C:3]1[CH:4]=[C:5]([CH:7]=[C:8]([C:10]([F:13])([F:12])[F:11])[CH:9]=1)[NH2:6].C(N(CC)CC)C.Cl[CH2:24][CH2:25][N:26]=[C:27]=[O:28].C(OCC)(=O)C. The catalyst is C1(C)C=CC=CC=1. The product is [F:1][C:2]([F:14])([F:15])[C:3]1[CH:4]=[C:5]([N:6]2[CH2:24][CH2:25][NH:26][C:27]2=[O:28])[CH:7]=[C:8]([C:10]([F:11])([F:12])[F:13])[CH:9]=1. The yield is 0.260. (10) The reactants are C(N(CC)CC)C.[CH3:8][C@:9]1([OH:19])[C@@H:17]([OH:18])[CH2:16][C@@H:12]2[C:13]([CH3:15])([CH3:14])[C@H:10]1[CH2:11]2.N1C=CC=CC=1. The catalyst is CS(C)=O.C(Cl)Cl.C(OCC)(=O)C. The product is [OH:19][C@@:9]1([CH3:8])[C:17](=[O:18])[CH2:16][C@H:12]2[CH2:11][C@@H:10]1[C:13]2([CH3:15])[CH3:14]. The yield is 0.630.